This data is from Forward reaction prediction with 1.9M reactions from USPTO patents (1976-2016). The task is: Predict the product of the given reaction. Given the reactants [CH2:1]([O:3][C:4]([C:6]1([C:9]2[CH:14]=[CH:13][C:12]([C:15]3[CH:20]=[CH:19][C:18]([C:21]4[O:25][N:24]=[C:23]([CH3:26])[C:22]=4[NH2:27])=[CH:17][CH:16]=3)=[CH:11][CH:10]=2)[CH2:8][CH2:7]1)=[O:5])[CH3:2].Br[C:29]1[CH:34]=[CH:33][CH:32]=[C:31]([C:35]2[CH:40]=[CH:39][CH:38]=[CH:37][CH:36]=2)[N:30]=1.C(=O)([O-])[O-].[Cs+].[Cs+].C1(P(C2C=CC=CC=2)C2C=CC3C(=CC=CC=3)C=2C2C3C(=CC=CC=3)C=CC=2P(C2C=CC=CC=2)C2C=CC=CC=2)C=CC=CC=1, predict the reaction product. The product is: [CH2:1]([O:3][C:4]([C:6]1([C:9]2[CH:10]=[CH:11][C:12]([C:15]3[CH:20]=[CH:19][C:18]([C:21]4[O:25][N:24]=[C:23]([CH3:26])[C:22]=4[NH:27][C:29]4[CH:34]=[CH:33][CH:32]=[C:31]([C:35]5[CH:36]=[CH:37][CH:38]=[CH:39][CH:40]=5)[N:30]=4)=[CH:17][CH:16]=3)=[CH:13][CH:14]=2)[CH2:8][CH2:7]1)=[O:5])[CH3:2].